Predict the reaction yield, written as a fraction of the theoretical maximum amount of product (1.0 means a 100% yield; for example, 0.34 means a 34% yield). From a dataset of Reaction yield outcomes from USPTO patents with 853,638 reactions. (1) The reactants are [CH3:1][O:2][C:3]1[C:12]([NH:13][C:14](=[O:18])OCC)=[N:11][C:10]2[C:5](=[CH:6][CH:7]=[C:8]([O:19][CH3:20])[CH:9]=2)[N:4]=1.[N:21]1[CH:26]=[CH:25][CH:24]=[CH:23][C:22]=1[N:27]1[CH2:32][CH2:31][NH:30][CH2:29][CH2:28]1. No catalyst specified. The product is [CH3:1][O:2][C:3]1[C:12]([NH:13][C:14]([N:30]2[CH2:31][CH2:32][N:27]([C:22]3[CH:23]=[CH:24][CH:25]=[CH:26][N:21]=3)[CH2:28][CH2:29]2)=[O:18])=[N:11][C:10]2[C:5](=[CH:6][CH:7]=[C:8]([O:19][CH3:20])[CH:9]=2)[N:4]=1. The yield is 0.840. (2) The reactants are [F:1][C:2]1[C:11]([O:12]C)=[CH:10][CH:9]=[C:8]2[C:3]=1[C:4]([CH3:31])([CH3:30])[CH2:5][C:6]([OH:29])([C:25]([F:28])([F:27])[F:26])[CH:7]2[NH:14][C:15]1[CH:23]=[CH:22][CH:21]=[C:20]2[C:16]=1[CH2:17][NH:18][C:19]2=[O:24].B(Br)(Br)Br.C(=O)(O)[O-].[Na+]. The catalyst is ClCCl. The product is [F:1][C:2]1[C:11]([OH:12])=[CH:10][CH:9]=[C:8]2[C:3]=1[C:4]([CH3:31])([CH3:30])[CH2:5][C:6]([OH:29])([C:25]([F:27])([F:28])[F:26])[CH:7]2[NH:14][C:15]1[CH:23]=[CH:22][CH:21]=[C:20]2[C:16]=1[CH2:17][NH:18][C:19]2=[O:24]. The yield is 0.147. (3) The reactants are [CH:1]([C:4]1[CH:9]=[CH:8][C:7]([C:10]2[C:14]3[C:15]([CH3:21])=[CH:16][C:17]([CH3:20])=[C:18]([CH3:19])[C:13]=3[O:12][C:11]=2[CH3:22])=[CH:6][CH:5]=1)([CH3:3])[CH3:2].C(C1C=CC(C2C3C(C)=CC(C)=C(C)C=3OC2C)=CC=1)(C)C.BrC1C(C)=C(C)C2OC(C)C(C3C=CC(C(C)C)=CC=3)C=2C=1C.C(NC1C(C)=C(C)C2OC(C)C(C3C=CC(C(C)C)=CC=3)C=2C=1C)C1C=CC=CC=1.C(C1C=CC(C2C3C(C)=C(N)C(C)=C(C)C=3OC2C)=CC=1)(C)C.C(CC(Cl)=O)(C)(C)C.C(C1C=CC(C2C3C(C)=C([NH:149][C:150](=[O:156])[CH2:151][C:152]([CH3:155])([CH3:154])[CH3:153])C(C)=C(C)C=3OC2C)=CC=1)(C)C. The catalyst is CCCCCC. The product is [CH:1]([C:4]1[CH:5]=[CH:6][C:7]([C@@H:10]2[C:14]3[C:15]([CH3:21])=[C:16]([NH:149][C:150](=[O:156])[CH2:151][C:152]([CH3:155])([CH3:154])[CH3:153])[C:17]([CH3:20])=[C:18]([CH3:19])[C:13]=3[O:12][C@H:11]2[CH3:22])=[CH:8][CH:9]=1)([CH3:3])[CH3:2]. The yield is 0.180. (4) The catalyst is CO. The product is [CH2:1]([C:3]1[NH:7][N:6]=[CH:5][C:4]=1[C:14]1[N:19]2[N:20]=[CH:21][N:22]=[C:18]2[C:17]([NH:23][C:24]2[CH:25]=[CH:26][C:27]([N:30]3[CH2:31][CH2:32][O:33][CH2:34][CH2:35]3)=[CH:28][CH:29]=2)=[N:16][CH:15]=1)[CH3:2]. The reactants are [CH2:1]([C:3]1[N:7](C2CCCCO2)[N:6]=[CH:5][C:4]=1[C:14]1[N:19]2[N:20]=[CH:21][N:22]=[C:18]2[C:17]([NH:23][C:24]2[CH:29]=[CH:28][C:27]([N:30]3[CH2:35][CH2:34][O:33][CH2:32][CH2:31]3)=[CH:26][CH:25]=2)=[N:16][CH:15]=1)[CH3:2].C(C1C(C2N3N=CN=C3C(NC3C=CC(N4CCOCC4)=CC=3)=NC=2)=CN(C2CCCCO2)N=1)C.Cl. The yield is 0.170.